From a dataset of Full USPTO retrosynthesis dataset with 1.9M reactions from patents (1976-2016). Predict the reactants needed to synthesize the given product. (1) Given the product [CH3:8][C:6]1[N:5]=[CH:4][C:3]2[CH:9]=[N:12][NH:13][C:2]=2[CH:7]=1, predict the reactants needed to synthesize it. The reactants are: Cl[C:2]1[CH:7]=[C:6]([CH3:8])[N:5]=[CH:4][C:3]=1[CH:9]=O.O.[NH2:12][NH2:13]. (2) The reactants are: [Br:1][C:2]1[C:10]2[CH:9]=[C:8](C(O)=O)[S:7][C:6]=2[CH:5]=[CH:4][CH:3]=1.N1C2C(=CC=CC=2)C=CC=1. Given the product [Br:1][C:2]1[C:10]2[CH:9]=[CH:8][S:7][C:6]=2[CH:5]=[CH:4][CH:3]=1, predict the reactants needed to synthesize it.